From a dataset of Experimentally validated miRNA-target interactions with 360,000+ pairs, plus equal number of negative samples. Binary Classification. Given a miRNA mature sequence and a target amino acid sequence, predict their likelihood of interaction. (1) The miRNA is hsa-miR-365a-5p with sequence AGGGACUUUUGGGGGCAGAUGUG. The protein sequence of the target gene is MAPTLATAHRRRWWMACTAVLENLLFSAVLLGWGSLLIMLKSEGFYSYLCTEPENVTNGTVGGTAEPGHEEVSWMNGWLSCQAQDEMLNLAFTVGSFLLSAITLPLGIVMDKYGPRKLRLLGSACFAVSCLLIAYGASKPNALSVLIFIALALNGFGGMCMTFTSLTLPNMFGDLRSTFIALMIGSYASSAVTFPGIKLIYDAGVSFIVVLVVWAGCSGLVFLNCFFNWPLEPFPGPEDMDYSVKIKFSWLGFDHKITGKQFYKQVTTVGRRLSVGSSMRSAKEQVALQEGHKLCLSTVD.... Result: 1 (interaction). (2) The miRNA is hsa-miR-362-5p with sequence AAUCCUUGGAACCUAGGUGUGAGU. The protein sequence of the target gene is MRPAAAKVPKWLLLALSALLPQWPAASAWELTILHTNDVHSRLEQTSDDSTKCLNASLCVGGVARLFTKVQQIRKEEPNVLFLDAGDQYQGTIWFTVYKGLEVAHFMNILGYDAMALGNHEFDNGVEGLIDPLLRNVKFPILSANIKARGPLAHQISGLFLPSKVLSVGGEVVGIVGYTSKETPFLSNPGTNLVFEDEISALQPEVDKLKTLNVNKIIALGHSGFEMDKLIAQKVRGVDIVVGGHSNTFLYTGNPPSKEVPAGKYPFIVTADDGRQVPVVQAYAFGKYLGYLKVEFDDKG.... Result: 0 (no interaction). (3) The miRNA is hsa-miR-548p with sequence UAGCAAAAACUGCAGUUACUUU. The protein sequence of the target gene is MIDKNQTCGVGQDSVPYMICLIHILEEWFGVEQLEDYLNFANYLLWVFTPLILLILPYFTIFLLYLTIIFLHIYKRKNVLKEAYSHNLWDGARKTVATLWDGHAAVWHGYEVHGMEKIPEDGPALIIFYHGAIPIDFYYFMAKIFIHKGRTCRVVADHFVFKIPGFSLLLDVFCALHGPREKCVEILRSGHLLAISPGGVREALISDETYNIVWGHRRGFAQVAIDAKVPIIPMFTQNIREGFRSLGGTRLFRWLYEKFRYPFAPMYGGFPVKLRTYLGDPIPYDPQITAEELAEKTKNA.... Result: 1 (interaction). (4) The miRNA is cel-miR-52-5p with sequence CACCCGUACAUAUGUUUCCGUGCU. The protein sequence of the target gene is METGSEEEKWEKLDAEFDHFVVDMKPFVLKLPHRSERQRCALWIRKLCEPSGTGAGLMGRKNRNLYAKLLLHMLRRGILEGPFTHRPEPGTLKTLPSYMSIYFDEPNQAQPKDSSPEKLPDWVRGELQTGEQRLSDSWQCSSGEDNTLVLAASDAHREQYTGKLRMRSHSVSPTYREDKQHITSKICEVHSKTSPISLDDSDIEVRLNSWNLGIENPRYLRQKPLPVSLMTPKGSLRKASSLHDDHFLSRMHEKELDMKTKMMEAKFSEEKLKLQQKHDAEVQKILERKNNELEELKILY.... Result: 0 (no interaction). (5) The miRNA is mmu-miR-1952 with sequence UCUCCACCCUCCUUCUG. The protein sequence of the target gene is MGRIGISCLFPASWHFSISPVGCPRILNTNLRQIVVISILAAAVSLLYFSVVIIRSKYGWLSKDKKFQRYLARVTDVEATDTNNPSVNYGIVVDCGSSGSRIFVYCWPRHNGNPHDLLDIRQMRDKNRKPVVMKIKPGISEFATSPEKVSDYISPLLSFAAEHVPRAKHKETPLYILCTAGMRVLPESQQKAILEDLLTDIPVHYDFLFSDSHAEVISGKQEGVYAWIGINFVLGRFEHIEEDDEAVVEVNIPGSESSEAIVRKRTAGVLDMGGVSTQIAYEVPQTVSFASSQQEEVAKN.... Result: 0 (no interaction).